Predict the reactants needed to synthesize the given product. From a dataset of Full USPTO retrosynthesis dataset with 1.9M reactions from patents (1976-2016). (1) Given the product [ClH:17].[NH2:1][C@@H:2]([CH2:6][CH2:7][CH2:8][C:9]([CH3:14])([N+:11]([O-:13])=[O:12])[CH3:10])[C:3]([O:5][CH3:19])=[O:4], predict the reactants needed to synthesize it. The reactants are: [NH2:1][C@@H:2]([CH2:6][CH2:7][CH2:8][C:9]([CH3:14])([N+:11]([O-:13])=[O:12])[CH3:10])[C:3]([OH:5])=[O:4].S(Cl)([Cl:17])=O.[CH3:19]O. (2) The reactants are: [CH2:1]([N:3]([CH2:17][CH3:18])[C:4](=[O:16])[C:5]1[CH:10]=[CH:9][CH:8]=[CH:7][C:6]=1[NH:11][C:12]([CH3:15])([CH3:14])[CH3:13])[CH3:2].[C:19](=O)([O-])[O-].[K+].[K+].CI. Given the product [CH2:17]([N:3]([CH2:1][CH3:2])[C:4](=[O:16])[C:5]1[CH:10]=[CH:9][CH:8]=[CH:7][C:6]=1[N:11]([CH3:19])[C:12]([CH3:13])([CH3:15])[CH3:14])[CH3:18], predict the reactants needed to synthesize it. (3) Given the product [ClH:41].[ClH:41].[C:27]([C:24]1[N:23]=[C:22]([NH:31][CH2:32][CH2:33][CH2:34][O:35][CH3:36])[C:21]([C:19]([N:14]([CH2:15][CH:16]([CH3:18])[CH3:17])[C@@H:12]2[CH2:13][NH:8][CH2:9][C@H:10]([C:37]([OH:39])=[O:38])[CH2:11]2)=[O:20])=[CH:26][N:25]=1)([CH3:29])([CH3:30])[CH3:28], predict the reactants needed to synthesize it. The reactants are: C(OC([N:8]1[CH2:13][C@@H:12]([N:14]([C:19]([C:21]2[C:22]([NH:31][CH2:32][CH2:33][CH2:34][O:35][CH3:36])=[N:23][C:24]([C:27]([CH3:30])([CH3:29])[CH3:28])=[N:25][CH:26]=2)=[O:20])[CH2:15][CH:16]([CH3:18])[CH3:17])[CH2:11][C@@H:10]([C:37]([OH:39])=[O:38])[CH2:9]1)=O)(C)(C)C.O.[ClH:41]. (4) Given the product [Br:1][C:2]1[S:11][C:5]2[N:6]=[CH:7][N:8]=[C:9]([Cl:14])[C:4]=2[CH:3]=1, predict the reactants needed to synthesize it. The reactants are: [Br:1][C:2]1[S:11][C:5]2[N:6]=[CH:7][N:8]=[C:9](O)[C:4]=2[CH:3]=1.P(Cl)(Cl)([Cl:14])=O.C([O-])(O)=O.[Na+]. (5) The reactants are: [Cl:1][C:2]1[C:3]([CH3:12])=[C:4]([S:8](Cl)(=[O:10])=[O:9])[CH:5]=[CH:6][CH:7]=1.[NH2:13][C:14]1[CH:15]=[C:16]([C:20]2[NH:24][N:23]=[N:22][N:21]=2)[CH:17]=[CH:18][CH:19]=1. Given the product [Cl:1][C:2]1[C:3]([CH3:12])=[C:4]([S:8]([NH:13][C:14]2[CH:19]=[CH:18][CH:17]=[C:16]([C:20]3[NH:24][N:23]=[N:22][N:21]=3)[CH:15]=2)(=[O:10])=[O:9])[CH:5]=[CH:6][CH:7]=1, predict the reactants needed to synthesize it. (6) Given the product [CH:1]([C:4]1[CH:19]=[CH:18][C:7]([C:8]2[O:9][C:12](=[O:21])[NH:11][N:10]=2)=[CH:6][CH:5]=1)([CH3:3])[CH3:2], predict the reactants needed to synthesize it. The reactants are: [CH:1]([C:4]1[CH:19]=[CH:18][C:7]([C:8]([NH:10][NH:11][CH2:12]C(OCC)=O)=[O:9])=[CH:6][CH:5]=1)([CH3:3])[CH3:2].P(Cl)(Cl)(Cl)=[O:21]. (7) Given the product [CH2:33]([C:30]1[CH:29]=[N:28][C:27]([N:23]2[CH2:24][CH2:25][CH:20]([C@H:18]3[O:17][C:14]4=[CH:15][N:16]=[C:11]([C:8]5[CH2:9][CH2:10][N:5]([S:2]([CH3:1])(=[O:3])=[O:4])[CH2:6][CH:7]=5)[CH:12]=[C:13]4[CH2:19]3)[CH2:21][CH2:22]2)=[N:32][CH:31]=1)[CH3:34], predict the reactants needed to synthesize it. The reactants are: [CH3:1][S:2]([N:5]1[CH2:10][CH:9]=[C:8]([C:11]2[CH:12]=[C:13]3[CH2:19][C@@H:18]([CH:20]4[CH2:25][CH2:24][NH:23][CH2:22][CH2:21]4)[O:17][C:14]3=[CH:15][N:16]=2)[CH2:7][CH2:6]1)(=[O:4])=[O:3].Cl[C:27]1[N:32]=[CH:31][C:30]([CH2:33][CH3:34])=[CH:29][N:28]=1. (8) Given the product [Br:1][C:2]1[CH:7]=[CH:6][C:5]([NH:8][C:9]([C:10]2[C:11]([F:38])=[CH:12][C:13]3[N:36]([CH3:37])[C:17]([NH:19][C:20]4[C:25]([Cl:26])=[CH:24][CH:23]=[C:22]([CH2:27][NH:28][C:29](=[O:34])[C:30]([CH3:33])([CH3:32])[CH3:31])[C:21]=4[Cl:35])=[N:16][C:14]=3[CH:15]=2)=[O:39])=[CH:4][CH:3]=1, predict the reactants needed to synthesize it. The reactants are: [Br:1][C:2]1[CH:7]=[CH:6][C:5]([NH:8][C:9](=[O:39])[C:10]2[CH:15]=[C:14]([NH:16][C:17]([NH:19][C:20]3[C:25]([Cl:26])=[CH:24][CH:23]=[C:22]([CH2:27][NH:28][C:29](=[O:34])[C:30]([CH3:33])([CH3:32])[CH3:31])[C:21]=3[Cl:35])=S)[C:13]([NH:36][CH3:37])=[CH:12][C:11]=2[F:38])=[CH:4][CH:3]=1.CC(C)N=C=NC(C)C. (9) Given the product [C:1]([O:5][C:6](=[O:40])[CH2:7][O:8][C:9]1[C:14]2[CH2:15][CH2:16][CH2:17][CH2:18][CH:19]([N:20]([S:21]([C:24]3[CH:25]=[CH:26][C:27]([C:30]4[CH:35]=[CH:34][CH:33]=[C:32]([S:36]([CH3:39])(=[O:38])=[O:37])[CH:31]=4)=[CH:28][CH:29]=3)(=[O:22])=[O:23])[CH3:43])[C:13]=2[CH:12]=[CH:11][CH:10]=1)([CH3:4])([CH3:3])[CH3:2], predict the reactants needed to synthesize it. The reactants are: [C:1]([O:5][C:6](=[O:40])[CH2:7][O:8][C:9]1[C:14]2[CH2:15][CH2:16][CH2:17][CH2:18][CH:19]([NH:20][S:21]([C:24]3[CH:29]=[CH:28][C:27]([C:30]4[CH:35]=[CH:34][CH:33]=[C:32]([S:36]([CH3:39])(=[O:38])=[O:37])[CH:31]=4)=[CH:26][CH:25]=3)(=[O:23])=[O:22])[C:13]=2[CH:12]=[CH:11][CH:10]=1)([CH3:4])([CH3:3])[CH3:2].CI.[C:43]([O-])([O-])=O.[K+].[K+].